This data is from Full USPTO retrosynthesis dataset with 1.9M reactions from patents (1976-2016). The task is: Predict the reactants needed to synthesize the given product. Given the product [CH:1]([NH:10][C:4]1([CH3:11])[CH2:5][CH2:6][CH2:7][CH:8]([NH:9][CH:6]([CH2:7][CH3:8])[CH3:5])[C:3]1([CH2:1][CH3:2])[CH2:12][CH3:13])([CH2:3][CH3:4])[CH3:2], predict the reactants needed to synthesize it. The reactants are: [CH2:1]([C:3]1([CH2:12][CH3:13])[CH:8]([NH2:9])[CH2:7][CH2:6][CH2:5][C:4]1([CH3:11])[NH2:10])[CH3:2].